Dataset: Experimentally validated miRNA-target interactions with 360,000+ pairs, plus equal number of negative samples. Task: Binary Classification. Given a miRNA mature sequence and a target amino acid sequence, predict their likelihood of interaction. (1) The miRNA is mmu-miR-7234-5p with sequence UUGUUUUCUCCAAAGACGUUUCU. The protein sequence of the target gene is MSDAAVDTSSEITTKDLKEKKEVVEEAENGRDAPANGNAENEENGEQEADNEVDEEEEEGGEEEEEEEEGDGEEEDGDEDEEAESATGKRAAEDDEDDDVDTKKQKTDEDD. Result: 0 (no interaction). (2) The miRNA is mmu-miR-1962 with sequence AGAGGCUGGCACUGGGACACAU. The protein sequence of the target gene is MPRKIEEIKDFLLTARRKDAKSVKIKKNKDNVKFKVRCSRYLYTLVITDKEKAEKLKQSLPPGLAVKELK. Result: 0 (no interaction). (3) The miRNA is hsa-miR-1182 with sequence GAGGGUCUUGGGAGGGAUGUGAC. The protein sequence of the target gene is MASNPERGEILLTELQGDSRSLPFSENVSAVQKLDFSDTMVQQKLDDIKDRIKREIRKELKIKEGAENLRKVTTDKKSLAYVDNILKKSNKKLEELHHKLQELNAHIVVSDPEDITDCPRTPDTPNNDPRCSTSNNRLKALQKQLDIELKVKQGAENMIQMYSNGSSKDRKLHGTAQQLLQDSKTKIEVIRMQILQAVQTNELAFDNAKPVISPLELRMEELRHHFRIEFAVAEGAKNVMKLLGSGKVTDRKALSEAQARFNESSQKLDLLKYSLEQRLNEVPKNHPKSRIIIEELSLVA.... Result: 0 (no interaction). (4) The miRNA is hsa-miR-4436b-3p with sequence CAGGGCAGGAAGAAGUGGACAA. The protein sequence of the target gene is MSGRSVRAETRSRAKDDIKKVMAAIEKVRKWEKKWVTVGDTSLRIFKWVPVTDSKEKEKSKSNSSAAREPNGFPSDASANSSLLLEFQDENSNQSSVSDVYQLKVDSSTNSSPSPQQSESLSPAHTSDFRTDDSQPPTLGQEILEEPSLPSSEVADEPPTLTKEEPVPLETQVVEEEEDSGAPPLKRFCVDQPTVPQTASES. Result: 1 (interaction).